From a dataset of Catalyst prediction with 721,799 reactions and 888 catalyst types from USPTO. Predict which catalyst facilitates the given reaction. Reactant: [C:1]([O:5][C:6]([NH:8][CH2:9][C@H:10]1[CH2:15][CH2:14][C@H:13]([C:16]([NH:18][C@H:19]([C:38](O)=[O:39])[CH2:20][C:21]2[CH:26]=[CH:25][C:24]([C:27]3[C:28]([CH3:37])=[N:29][C:30]([C:33]([O:35][CH3:36])=[O:34])=[CH:31][CH:32]=3)=[CH:23][CH:22]=2)=[O:17])[CH2:12][CH2:11]1)=[O:7])([CH3:4])([CH3:3])[CH3:2].[NH2:41][C:42]1[CH:51]=[CH:50][C:45]2[NH:46][C:47](=[O:49])[NH:48][C:44]=2[CH:43]=1.C(NC(C)C)(C)C.CN(C(ON1N=NC2C=CC=NC1=2)=[N+](C)C)C.F[P-](F)(F)(F)(F)F. Product: [C:1]([O:5][C:6]([NH:8][CH2:9][C@H:10]1[CH2:15][CH2:14][C@H:13]([C:16]([NH:18][C@H:19]([C:38](=[O:39])[NH:41][C:42]2[CH:51]=[CH:50][C:45]3[NH:46][C:47](=[O:49])[NH:48][C:44]=3[CH:43]=2)[CH2:20][C:21]2[CH:22]=[CH:23][C:24]([C:27]3[CH:32]=[CH:31][C:30]([C:33]([O:35][CH3:36])=[O:34])=[N:29][C:28]=3[CH3:37])=[CH:25][CH:26]=2)=[O:17])[CH2:12][CH2:11]1)=[O:7])([CH3:2])([CH3:4])[CH3:3]. The catalyst class is: 18.